This data is from Catalyst prediction with 721,799 reactions and 888 catalyst types from USPTO. The task is: Predict which catalyst facilitates the given reaction. (1) The catalyst class is: 3. Reactant: [Br:1][C:2]1[C:15](=[O:16])[NH:14][C:5]2[N:6]=[C:7]([NH:11][CH2:12][CH3:13])[N:8]=[C:9]([CH3:10])[C:4]=2[CH:3]=1.[H-].[Na+].Br[CH2:20][CH2:21][CH2:22][OH:23]. Product: [Br:1][C:2]1[C:15](=[O:16])[N:14]([CH2:20][CH2:21][CH2:22][OH:23])[C:5]2[N:6]=[C:7]([NH:11][CH2:12][CH3:13])[N:8]=[C:9]([CH3:10])[C:4]=2[CH:3]=1. (2) Reactant: [CH2:1]([NH:8][S:9]([C:12]1[CH:17]=[CH:16][C:15]([CH:18]=[O:19])=[CH:14][CH:13]=1)(=[O:11])=[O:10])[C:2]1[CH:7]=[CH:6][CH:5]=[CH:4][CH:3]=1.Cl[CH2:21][C:22]1[N:26](C(OC(C)(C)C)=O)[C:25]2[CH:34]=[CH:35][CH:36]=[CH:37][C:24]=2[N:23]=1.C(=O)([O-])[O-].[K+].[K+].[I-].[K+].C(O)(C(F)(F)F)=O. Product: [NH:23]1[C:24]2[CH:37]=[CH:36][CH:35]=[CH:34][C:25]=2[N:26]=[C:22]1[CH2:21][N:8]([CH2:1][C:2]1[CH:7]=[CH:6][CH:5]=[CH:4][CH:3]=1)[S:9]([C:12]1[CH:13]=[CH:14][C:15]([CH:18]=[O:19])=[CH:16][CH:17]=1)(=[O:11])=[O:10]. The catalyst class is: 3. (3) The catalyst class is: 8. Reactant: [NH2:1][C:2]1[NH:3][C:4](=[S:16])[C:5]([C:14]#[N:15])=[C:6]([C:8]2[CH:13]=[CH:12][CH:11]=[CH:10][CH:9]=2)[N:7]=1.[CH2:17](Br)[CH2:18][C:19]1[CH:24]=[CH:23][CH:22]=[CH:21][CH:20]=1.CC[O-].[Na+]. Product: [NH2:1][C:2]1[N:3]=[C:4]([S:16][CH2:17][CH2:18][C:19]2[CH:24]=[CH:23][CH:22]=[CH:21][CH:20]=2)[C:5]([C:14]#[N:15])=[C:6]([C:8]2[CH:13]=[CH:12][CH:11]=[CH:10][CH:9]=2)[N:7]=1. (4) Reactant: [F:1][C:2]1[CH:14]=[CH:13][C:5]([O:6][CH2:7][C:8]([O:10]CC)=[O:9])=[C:4]([CH3:15])[C:3]=1[NH:16][CH2:17][C:18]1[CH:23]=[C:22]([C:24]2[CH:29]=[CH:28][CH:27]=[C:26]([F:30])[CH:25]=2)[CH:21]=[CH:20][C:19]=1[F:31].[OH-].[Na+]. Product: [F:1][C:2]1[CH:14]=[CH:13][C:5]([O:6][CH2:7][C:8]([OH:10])=[O:9])=[C:4]([CH3:15])[C:3]=1[NH:16][CH2:17][C:18]1[CH:23]=[C:22]([C:24]2[CH:29]=[CH:28][CH:27]=[C:26]([F:30])[CH:25]=2)[CH:21]=[CH:20][C:19]=1[F:31]. The catalyst class is: 1.